This data is from Catalyst prediction with 721,799 reactions and 888 catalyst types from USPTO. The task is: Predict which catalyst facilitates the given reaction. (1) The catalyst class is: 1. Product: [NH2:19][C@@H:11]([CH2:12][C:13]1[CH:14]=[CH:15][CH:16]=[CH:17][CH:18]=1)[CH2:10][C@H:9]([OH:27])[C@@H:8]([NH:28][C:29]([C@@H:31]([NH:36][C:37](=[O:40])[O:38][CH3:39])[C:32]([CH3:34])([CH3:35])[CH3:33])=[O:30])[CH2:1][C:2]1[CH:7]=[CH:6][CH:5]=[CH:4][CH:3]=1. Reactant: [CH2:1]([C@H:8]([NH:28][C:29]([C@@H:31]([NH:36][C:37](=[O:40])[O:38][CH3:39])[C:32]([CH3:35])([CH3:34])[CH3:33])=[O:30])[C@@H:9]([OH:27])[CH2:10][C@@H:11]([NH:19]C(OC(C)(C)C)=O)[CH2:12][C:13]1[CH:18]=[CH:17][CH:16]=[CH:15][CH:14]=1)[C:2]1[CH:7]=[CH:6][CH:5]=[CH:4][CH:3]=1.Cl.[OH-].[Na+]. (2) Reactant: C([SiH](CC)CC)C.[CH3:8][N:9]1[C:17]2[C:12](=[CH:13][C:14]([C:18]([OH:20])=[O:19])=[CH:15][CH:16]=2)[CH:11]=[CH:10]1.FC(F)(F)C(O)=O. Product: [CH3:8][N:9]1[C:17]2[C:12](=[CH:13][C:14]([C:18]([OH:20])=[O:19])=[CH:15][CH:16]=2)[CH2:11][CH2:10]1. The catalyst class is: 4.